Dataset: Full USPTO retrosynthesis dataset with 1.9M reactions from patents (1976-2016). Task: Predict the reactants needed to synthesize the given product. (1) Given the product [CH3:1][C:2]1[N:6]([CH2:7][CH2:8][CH2:9][C:10]2[CH:15]=[CH:14][C:13]([CH2:16][CH2:17][CH2:18][CH2:19][CH3:20])=[CH:12][CH:11]=2)[C:5]([C:21]2[CH:22]=[CH:23][C:24]([O:25][C@H:26]([CH2:30][C:31]3[CH:36]=[CH:35][CH:34]=[CH:33][CH:32]=3)[C:27]([O-:29])=[O:28])=[CH:37][CH:38]=2)=[CH:4][CH:3]=1.[Na+:40], predict the reactants needed to synthesize it. The reactants are: [CH3:1][C:2]1[N:6]([CH2:7][CH2:8][CH2:9][C:10]2[CH:15]=[CH:14][C:13]([CH2:16][CH2:17][CH2:18][CH2:19][CH3:20])=[CH:12][CH:11]=2)[C:5]([C:21]2[CH:38]=[CH:37][C:24]([O:25][C@H:26]([CH2:30][C:31]3[CH:36]=[CH:35][CH:34]=[CH:33][CH:32]=3)[C:27]([OH:29])=[O:28])=[CH:23][CH:22]=2)=[CH:4][CH:3]=1.[OH-].[Na+:40].C(O)C. (2) Given the product [C:13]([O:12][C@H:11]1[C@H:10]([O:16][C:17](=[O:19])[CH3:18])[C@H:9]([O:20][C:21](=[O:23])[CH3:22])[C@@H:8]([O:35][C:32]2[CH:33]=[CH:34][C:29]([I:28])=[CH:30][CH:31]=2)[O:7][C@@H:6]1[CH2:5][O:4][C:1](=[O:3])[CH3:2])(=[O:15])[CH3:14], predict the reactants needed to synthesize it. The reactants are: [C:1]([O:4][CH2:5][C@@H:6]1[C@@H:11]([O:12][C:13](=[O:15])[CH3:14])[C@H:10]([O:16][C:17](=[O:19])[CH3:18])[C@H:9]([O:20][C:21](=[O:23])[CH3:22])[C@@H:8](OC(=O)C)[O:7]1)(=[O:3])[CH3:2].[I:28][C:29]1[CH:34]=[CH:33][C:32]([OH:35])=[CH:31][CH:30]=1.B(F)(F)F.CCOCC.C([O-])(O)=O.[Na+]. (3) Given the product [CH3:14][O:15][C:16]1[CH:17]=[C:18]([CH:22]=[CH:23][CH:24]=1)[C:19]([NH:12][CH2:11][C:10]([C:7]1[CH:6]=[CH:5][C:4]([O:3][CH3:2])=[CH:9][CH:8]=1)=[O:13])=[O:20], predict the reactants needed to synthesize it. The reactants are: [Cl-].[CH3:2][O:3][C:4]1[CH:9]=[CH:8][C:7]([C:10](=[O:13])[CH2:11][NH3+:12])=[CH:6][CH:5]=1.[CH3:14][O:15][C:16]1[CH:17]=[C:18]([CH:22]=[CH:23][CH:24]=1)[C:19](Cl)=[O:20].C(N(CC)CC)C. (4) Given the product [F:22][C:21]([F:24])([F:23])[C:18]1[CH:19]=[CH:20][C:15]([NH:14][C:11]2[C:12]3[N:13]=[C:5]([CH2:4][C:3]4[CH:25]=[CH:26][CH:27]=[CH:28][C:2]=4[S:58][Si:57]([CH:59]([CH3:61])[CH3:60])([CH:62]([CH3:64])[CH3:63])[CH:54]([CH3:55])[CH3:56])[S:6][C:7]=3[N:8]=[CH:9][N:10]=2)=[CH:16][CH:17]=1, predict the reactants needed to synthesize it. The reactants are: I[C:2]1[CH:28]=[CH:27][CH:26]=[CH:25][C:3]=1[CH2:4][C:5]1[S:6][C:7]2[N:8]=[CH:9][N:10]=[C:11]([NH:14][C:15]3[CH:20]=[CH:19][C:18]([C:21]([F:24])([F:23])[F:22])=[CH:17][CH:16]=3)[C:12]=2[N:13]=1.C1C=CC(P(C2C=CC=CC=2)C2C=CC=CC=2)=CC=1.C([O-])([O-])=O.[Cs+].[Cs+].[CH:54]([Si:57]([CH:62]([CH3:64])[CH3:63])([CH:59]([CH3:61])[CH3:60])[SH:58])([CH3:56])[CH3:55]. (5) Given the product [Br:1][C:2]1[CH:11]=[C:10]2[C:5]([C:6]([NH:23][CH2:22][C@@H:20]3[CH2:19][O:18][C:17]([CH3:24])([CH3:16])[O:21]3)=[C:7]([N+:12]([O-:14])=[O:13])[CH:8]=[N:9]2)=[CH:4][CH:3]=1, predict the reactants needed to synthesize it. The reactants are: [Br:1][C:2]1[CH:11]=[C:10]2[C:5]([C:6](Cl)=[C:7]([N+:12]([O-:14])=[O:13])[CH:8]=[N:9]2)=[CH:4][CH:3]=1.[CH3:16][C:17]1([CH3:24])[O:21][C@H:20]([CH2:22][NH2:23])[CH2:19][O:18]1. (6) Given the product [F:10][C:9]([F:12])([F:11])[C:7]1[CH:6]=[C:5]([CH:13]2[CH:19]([CH3:20])[NH:21][C:15](=[O:17])[CH2:14]2)[CH:4]=[C:3]([C:2]([F:25])([F:1])[F:24])[CH:8]=1, predict the reactants needed to synthesize it. The reactants are: [F:1][C:2]([F:25])([F:24])[C:3]1[CH:4]=[C:5]([CH:13]([CH:19]([N+:21]([O-])=O)[CH3:20])[CH2:14][C:15]([O:17]C)=O)[CH:6]=[C:7]([C:9]([F:12])([F:11])[F:10])[CH:8]=1. (7) Given the product [Cl:1][C:2]1[CH:3]=[C:4]2[C:9](=[CH:10][C:11]=1[C:12]([N:14]1[CH2:18][CH2:17][CH2:16][CH2:15]1)=[O:13])[N:8]=[CH:7][N:6]=[C:5]2[NH:19][CH:20]([C:26]1[NH:30][C:29]2[CH:38]=[CH:39][C:40]([Cl:42])=[CH:41][C:28]=2[N:27]=1)[CH2:21][CH2:22][C:23]([N:47]([CH2:46][CH:43]1[CH2:45][CH2:44]1)[CH3:48])=[O:25], predict the reactants needed to synthesize it. The reactants are: [Cl:1][C:2]1[CH:3]=[C:4]2[C:9](=[CH:10][C:11]=1[C:12]([N:14]1[CH2:18][CH2:17][CH2:16][CH2:15]1)=[O:13])[N:8]=[CH:7][N:6]=[C:5]2[NH:19][CH:20]([C:26]1[N:30](C(OC(C)(C)C)=O)[C:29]2[CH:38]=[CH:39][C:40]([Cl:42])=[CH:41][C:28]=2[N:27]=1)[CH2:21][CH2:22][C:23]([OH:25])=O.[CH:43]1([CH2:46][NH:47][CH3:48])[CH2:45][CH2:44]1.CN(C(ON1N=NC2C=CC=CC1=2)=[N+](C)C)C.[B-](F)(F)(F)F.FC(F)(F)C(O)=O. (8) The reactants are: [NH2:1][C:2]1[CH:7]=[C:6]([C:8]([CH3:11])([CH3:10])[CH3:9])[CH:5]=[CH:4][C:3]=1[O:12][CH2:13][P:14]([O:19]CC)([O:16]CC)=[O:15].C[Si](Br)(C)C. Given the product [NH2:1][C:2]1[CH:7]=[C:6]([C:8]([CH3:9])([CH3:10])[CH3:11])[CH:5]=[CH:4][C:3]=1[O:12][CH2:13][P:14]([OH:19])([OH:16])=[O:15], predict the reactants needed to synthesize it. (9) Given the product [OH:17][C@H:18]1[CH2:22][N:21]([CH2:14][CH2:13][N:10]2[C:11]3[C:6](=[N:5][CH:4]=[C:3]([O:2][CH3:1])[CH:12]=3)[CH:7]=[CH:8][C:9]2=[O:16])[CH2:20][C@H:19]1[CH2:23][NH:24][C:25](=[O:34])[O:26][CH2:27][C:28]1[CH:33]=[CH:32][CH:31]=[CH:30][CH:29]=1, predict the reactants needed to synthesize it. The reactants are: [CH3:1][O:2][C:3]1[CH:12]=[C:11]2[C:6]([CH:7]=[CH:8][C:9](=[O:16])[N:10]2[CH2:13][CH:14]=O)=[N:5][CH:4]=1.[OH:17][C@H:18]1[CH2:22][NH:21][CH2:20][C@H:19]1[CH2:23][NH:24][C:25](=[O:34])[O:26][CH2:27][C:28]1[CH:33]=[CH:32][CH:31]=[CH:30][CH:29]=1.C(N(CC)CC)C.[BH-](OC(C)=O)(OC(C)=O)OC(C)=O.[Na+]. (10) Given the product [C:29]([O-:31])(=[O:30])[CH2:28][CH2:27][CH2:26]/[CH:25]=[CH:24]\[CH2:23]/[CH:22]=[CH:21]\[CH2:20]/[CH:19]=[CH:18]\[CH2:17]/[CH:16]=[CH:15]\[CH2:14]/[CH:13]=[CH:12]\[CH2:11][CH3:10].[NH2:9][C:7]([NH:6][C:4]([N:2]([CH3:3])[CH3:1])=[NH2+:5])=[NH:8], predict the reactants needed to synthesize it. The reactants are: [CH3:1][N:2]([C:4]([NH:6][C:7]([NH2:9])=[NH:8])=[NH:5])[CH3:3].[CH3:10][CH2:11]/[CH:12]=[CH:13]\[CH2:14]/[CH:15]=[CH:16]\[CH2:17]/[CH:18]=[CH:19]\[CH2:20]/[CH:21]=[CH:22]\[CH2:23]/[CH:24]=[CH:25]\[CH2:26][CH2:27][CH2:28][C:29]([OH:31])=[O:30].N#N.